Predict the product of the given reaction. From a dataset of Forward reaction prediction with 1.9M reactions from USPTO patents (1976-2016). Given the reactants [CH:1]1([C:4]2[NH:8][C:7]3[C:9]([C:14]([OH:16])=O)=[CH:10][CH:11]=[C:12]([OH:13])[C:6]=3[N:5]=2)[CH2:3][CH2:2]1.[NH2:17][CH2:18][CH:19]1[CH2:24][CH2:23][CH2:22][CH2:21][N:20]1C(OC(C)(C)C)=O, predict the reaction product. The product is: [CH:1]1([C:4]2[NH:8][C:7]3[C:9]([C:14]([NH:17][CH2:18][CH:19]4[CH2:24][CH2:23][CH2:22][CH2:21][NH:20]4)=[O:16])=[CH:10][CH:11]=[C:12]([OH:13])[C:6]=3[N:5]=2)[CH2:2][CH2:3]1.